Dataset: Peptide-MHC class I binding affinity with 185,985 pairs from IEDB/IMGT. Task: Regression. Given a peptide amino acid sequence and an MHC pseudo amino acid sequence, predict their binding affinity value. This is MHC class I binding data. (1) The peptide sequence is GRNLLTALGM. The MHC is Mamu-B03 with pseudo-sequence Mamu-B03. The binding affinity (normalized) is 0.430. (2) The peptide sequence is KLLARFLFE. The MHC is HLA-A80:01 with pseudo-sequence HLA-A80:01. The binding affinity (normalized) is 0.546.